This data is from Catalyst prediction with 721,799 reactions and 888 catalyst types from USPTO. The task is: Predict which catalyst facilitates the given reaction. (1) Reactant: [Br:1][C:2]1[CH:3]=[C:4]([CH2:8][OH:9])[CH:5]=[CH:6][CH:7]=1.CN(C=O)C.[H-].[Na+].Cl[CH2:18][C:19]1[CH:24]=[CH:23][C:22]([O:25][CH3:26])=[CH:21][CH:20]=1. Product: [Br:1][C:2]1[CH:7]=[CH:6][CH:5]=[C:4]([CH2:8][O:9][CH2:18][C:19]2[CH:24]=[CH:23][C:22]([O:25][CH3:26])=[CH:21][CH:20]=2)[CH:3]=1. The catalyst class is: 161. (2) Reactant: [CH:1]1[C:10]2[C:5](=[CH:6][CH:7]=[CH:8][CH:9]=2)[CH:4]=[CH:3][C:2]=1[C:11]1[C:24]2[C:19](=[CH:20][CH:21]=[CH:22][CH:23]=2)[C:18](B(O)O)=[C:17]2[C:12]=1[CH:13]=[CH:14][CH:15]=[CH:16]2.Br[C:29]1[CH:30]=[N:31][CH:32]=[C:33](Br)[CH:34]=1.C(=O)([O-])[O-].[K+].[K+]. Product: [CH:1]1[C:10]2[C:5](=[CH:6][CH:7]=[CH:8][CH:9]=2)[CH:4]=[CH:3][C:2]=1[C:11]1[C:24]2[C:19](=[CH:20][CH:21]=[CH:22][CH:23]=2)[C:18]([C:29]2[CH:30]=[N:31][CH:32]=[C:33]([C:18]3[C:17]4[C:12]([C:11]([C:2]5[CH:3]=[CH:4][C:5]6[C:10](=[CH:9][CH:8]=[CH:7][CH:6]=6)[CH:1]=5)=[C:24]5[C:19]=3[CH:20]=[CH:21][CH:22]=[CH:23]5)=[CH:13][CH:14]=[CH:15][CH:16]=4)[CH:34]=2)=[C:17]2[C:12]=1[CH:13]=[CH:14][CH:15]=[CH:16]2. The catalyst class is: 70. (3) Reactant: [CH3:1][CH2:2][C@@H:3]([C:5]([O:7][C@@H:8]1[C@@H:13]2[C@@H:14]([CH2:19][CH2:20][C@@H:21]([OH:29])[CH2:22][C@@H:23]([OH:28])[CH2:24][C:25]([O-:27])=[O:26])[C@@H:15]([CH3:18])[CH:16]=[CH:17][C:12]2=[CH:11][C@@H:10]([OH:30])[CH2:9]1)=[O:6])[CH3:4].[Na+].[Br:32][CH2:33][CH2:34][CH2:35][CH2:36]Br.O.C(OCC)C. Product: [Br:32][CH2:33][CH2:34][CH2:35][CH2:36][O:26][C:25](=[O:27])[CH2:24][CH:23]([OH:28])[CH2:22][CH:21]([OH:29])[CH2:20][CH2:19][CH:14]1[CH:13]2[C:12](=[CH:11][CH:10]([OH:30])[CH2:9][CH:8]2[O:7][C:5](=[O:6])[CH:3]([CH3:4])[CH2:2][CH3:1])[CH:17]=[CH:16][CH:15]1[CH3:18]. The catalyst class is: 9. (4) Reactant: Cl[CH2:2][CH2:3][CH2:4][N:5]1[C:14]2[C:9](=[CH:10][C:11]([F:15])=[CH:12][CH:13]=2)[CH2:8][CH2:7][C:6]1=[O:16].[CH2:17]([CH:21]1[CH2:26][CH2:25][NH:24][CH2:23][CH2:22]1)[CH2:18][CH2:19][CH3:20].C([O-])([O-])=O.[K+].[K+]. The catalyst class is: 23. Product: [CH2:17]([CH:21]1[CH2:26][CH2:25][N:24]([CH2:2][CH2:3][CH2:4][N:5]2[C:14]3[C:9](=[CH:10][C:11]([F:15])=[CH:12][CH:13]=3)[CH2:8][CH2:7][C:6]2=[O:16])[CH2:23][CH2:22]1)[CH2:18][CH2:19][CH3:20]. (5) Reactant: [CH2:1]([C:5]1[N:10]=[C:9]([CH3:11])[N:8]([C:12]2[N:17]=[CH:16][C:15]([OH:18])=[CH:14][N:13]=2)[C:7](=[O:19])[C:6]=1[CH2:20][C:21]1[CH:26]=[CH:25][C:24]([C:27]2[C:28]([C:33]#[N:34])=[CH:29][CH:30]=[CH:31][CH:32]=2)=[CH:23][CH:22]=1)[CH2:2][CH2:3][CH3:4].C(=O)([O-])[O-].[K+].[K+].I[CH2:42][CH3:43]. Product: [CH2:1]([C:5]1[N:10]=[C:9]([CH3:11])[N:8]([C:12]2[N:17]=[CH:16][C:15]([O:18][CH2:42][CH3:43])=[CH:14][N:13]=2)[C:7](=[O:19])[C:6]=1[CH2:20][C:21]1[CH:22]=[CH:23][C:24]([C:27]2[C:28]([C:33]#[N:34])=[CH:29][CH:30]=[CH:31][CH:32]=2)=[CH:25][CH:26]=1)[CH2:2][CH2:3][CH3:4]. The catalyst class is: 10. (6) Reactant: [Li][CH2:2]CCC.[CH2:6]([C@H:13]([C@H:16]([C@@H:21]([O:23][Si](C)(C)C)[CH3:22])[CH2:17][CH2:18][CH2:19][CH3:20])[CH:14]=O)[C:7]1[CH:12]=[CH:11][CH:10]=[CH:9][CH:8]=1. Product: [C:7]1([CH2:6][C@H:13]([C@@H:16]([CH2:17][CH2:18][CH2:19][CH3:20])[C@@H:21]([OH:23])[CH3:22])[CH:14]=[CH2:2])[CH:12]=[CH:11][CH:10]=[CH:9][CH:8]=1. The catalyst class is: 1. (7) Product: [CH2:1]([O:3][C:4](=[O:29])[CH:5]([CH2:11][C:12]1[C:13]([C:24]([O:26][CH2:27][CH3:28])=[O:25])=[CH:14][N:15]2[C:20]=1[C:19]([NH:43][C:40]1[CH:39]=[CH:38][C:37]([O:30][C:31]3[CH:36]=[CH:35][CH:34]=[CH:33][CH:32]=3)=[CH:42][CH:41]=1)=[C:18]([C:22]#[N:23])[CH:17]=[N:16]2)[C:6]([O:8][CH2:9][CH3:10])=[O:7])[CH3:2]. The catalyst class is: 3. Reactant: [CH2:1]([O:3][C:4](=[O:29])[CH:5]([CH2:11][C:12]1[C:13]([C:24]([O:26][CH2:27][CH3:28])=[O:25])=[CH:14][N:15]2[C:20]=1[C:19](Cl)=[C:18]([C:22]#[N:23])[CH:17]=[N:16]2)[C:6]([O:8][CH2:9][CH3:10])=[O:7])[CH3:2].[O:30]([C:37]1[CH:42]=[CH:41][C:40]([NH2:43])=[CH:39][CH:38]=1)[C:31]1[CH:36]=[CH:35][CH:34]=[CH:33][CH:32]=1. (8) Reactant: [Br:1][C:2]1[CH:3]=[CH:4][C:5]2[O:14][CH2:13][CH2:12][N:11]3[C:7](=[N:8][C:9](I)=[CH:10]3)[C:6]=2[CH:16]=1.C([Sn](CCCC)(CCCC)[C:22]1[CH:27]=[CH:26][CH:25]=[CH:24][N:23]=1)CCC. Product: [Br:1][C:2]1[CH:3]=[CH:4][C:5]2[O:14][CH2:13][CH2:12][N:11]3[C:7](=[N:8][C:9]([C:22]4[CH:27]=[CH:26][CH:25]=[CH:24][N:23]=4)=[CH:10]3)[C:6]=2[CH:16]=1. The catalyst class is: 870. (9) Reactant: [C:1]([Si:5]([CH3:20])([CH3:19])[O:6][CH2:7][CH2:8][O:9][C:10]1[CH:11]=[C:12]([CH:16]=[CH:17][CH:18]=1)[CH:13]=[N:14][CH3:15])([CH3:4])([CH3:3])[CH3:2].[BH4-].[Na+]. Product: [C:1]([Si:5]([CH3:19])([CH3:20])[O:6][CH2:7][CH2:8][O:9][C:10]1[CH:11]=[C:12]([CH:16]=[CH:17][CH:18]=1)[CH2:13][NH:14][CH3:15])([CH3:4])([CH3:3])[CH3:2]. The catalyst class is: 14. (10) Reactant: [NH2:1][C:2]1[C:7]([C:8]2[CH:9]=[C:10]([NH:14][S:15]([C:18]3[CH:23]=[CH:22][C:21]([O:24]C)=[CH:20][CH:19]=3)(=[O:17])=[O:16])[CH:11]=[CH:12][CH:13]=2)=[C:6]([NH:26][C@H:27]([C:29]2[N:34]([C:35]3[CH:40]=[CH:39][CH:38]=[CH:37][CH:36]=3)[C:33](=[O:41])[C:32]3=[CH:42][CH:43]=[CH:44][N:31]3[N:30]=2)[CH3:28])[N:5]=[CH:4][N:3]=1.B(Br)(Br)Br. Product: [NH2:1][C:2]1[C:7]([C:8]2[CH:9]=[C:10]([NH:14][S:15]([C:18]3[CH:19]=[CH:20][C:21]([OH:24])=[CH:22][CH:23]=3)(=[O:17])=[O:16])[CH:11]=[CH:12][CH:13]=2)=[C:6]([NH:26][C@H:27]([C:29]2[N:34]([C:35]3[CH:40]=[CH:39][CH:38]=[CH:37][CH:36]=3)[C:33](=[O:41])[C:32]3=[CH:42][CH:43]=[CH:44][N:31]3[N:30]=2)[CH3:28])[N:5]=[CH:4][N:3]=1. The catalyst class is: 4.